This data is from Forward reaction prediction with 1.9M reactions from USPTO patents (1976-2016). The task is: Predict the product of the given reaction. The product is: [Cl:1][C:2]1[C:3]([C:11]2[S:12][C:13]3[C:14]([NH:46][C:30]4[CH:31]=[C:26]([CH3:27])[N:25]=[CH:28][N:29]=4)=[N:15][CH:16]=[C:17]([F:20])[C:18]=3[N:19]=2)=[C:4]([CH:5]=[CH:6][CH:7]=1)[C:43]#[N:42]. Given the reactants [Cl:1][C:2]1[CH:7]=[CH:6][CH:5]=[C:4]([N+]([O-])=O)[C:3]=1[C:11]1[S:12][C:13]2[CH:14]=[N:15][CH:16]=[C:17]([F:20])[C:18]=2[N:19]=1.ClC1C=CC=C([N+]([O-])=O)C=1C(Cl)=[N:25][C:26]1[C:31](F)=[CH:30][N:29]=[CH:28][C:27]=1F.[NH2:42][C:43](N)=S.[N:46]1C=CC=CC=1.CCN(CC)CC, predict the reaction product.